This data is from Reaction yield outcomes from USPTO patents with 853,638 reactions. The task is: Predict the reaction yield, written as a fraction of the theoretical maximum amount of product (1.0 means a 100% yield; for example, 0.34 means a 34% yield). (1) The reactants are [F:1][C:2]1[N:7]=[CH:6][C:5]([C:8]2[CH:13]=[CH:12][N:11]([CH3:14])[C:10](=[O:15])[CH:9]=2)=[CH:4][CH:3]=1. The catalyst is CO.[Pd]. The product is [F:1][C:2]1[N:7]=[CH:6][C:5]([CH:8]2[CH2:13][CH2:12][N:11]([CH3:14])[C:10](=[O:15])[CH2:9]2)=[CH:4][CH:3]=1. The yield is 0.980. (2) The reactants are O.[CH3:2][N:3]1[C:17]2[C:12](=[CH:13][CH:14]=[CH:15][CH:16]=2)[C:5]([CH2:6][C@@H:7]([C:9]([OH:11])=[O:10])[NH2:8])=[CH:4]1.C(=O)([O-])O.[Na+].[C:23]([C:25]1[CH:30]=[CH:29][CH:28]=[CH:27][C:26]=1[CH:31]=[CH:32][C:33](ON1C(=O)CCC1=O)=[O:34])#[N:24]. The catalyst is O1CCOCC1. The product is [C:23]([C:25]1[CH:30]=[CH:29][CH:28]=[CH:27][C:26]=1[CH:31]=[CH:32][C:33]([NH:8][C@H:7]([C:9]([OH:11])=[O:10])[CH2:6][C:5]1[C:12]2[C:17](=[CH:16][CH:15]=[CH:14][CH:13]=2)[N:3]([CH3:2])[CH:4]=1)=[O:34])#[N:24]. The yield is 0.270. (3) The reactants are [F:1][C:2]([F:7])([F:6])[C:3]([OH:5])=[O:4].FC(F)(F)C(O)=O.[Cl:15][C:16]1[CH:17]=[N:18][C:19]2[NH:20][C:21]3[CH:22]=[CH:23][CH:24]=[C:25]([CH:47]=3)[CH2:26][CH2:27][C:28]3[CH:36]=[C:32]([NH:33][C:34]=1[N:35]=2)[CH:31]=[CH:30][C:29]=3[NH:37][C:38](=[O:46])[CH2:39][CH:40]1[CH2:45][CH2:44][NH:43][CH2:42][CH2:41]1.[C:48](Cl)(=[O:52])[CH:49]([CH3:51])[CH3:50]. The product is [F:1][C:2]([F:7])([F:6])[C:3]([OH:5])=[O:4].[Cl:15][C:16]1[CH:17]=[N:18][C:19]2[NH:20][C:21]3[CH:22]=[CH:23][CH:24]=[C:25]([CH:47]=3)[CH2:26][CH2:27][C:28]3[CH:36]=[C:32]([NH:33][C:34]=1[N:35]=2)[CH:31]=[CH:30][C:29]=3[NH:37][C:38](=[O:46])[CH2:39][CH:40]1[CH2:45][CH2:44][N:43]([C:48](=[O:52])[CH:49]([CH3:51])[CH3:50])[CH2:42][CH2:41]1. No catalyst specified. The yield is 0.410.